This data is from NCI-60 drug combinations with 297,098 pairs across 59 cell lines. The task is: Regression. Given two drug SMILES strings and cell line genomic features, predict the synergy score measuring deviation from expected non-interaction effect. Drug 1: C1=NNC2=C1C(=O)NC=N2. Drug 2: CN(C(=O)NC(C=O)C(C(C(CO)O)O)O)N=O. Cell line: SF-295. Synergy scores: CSS=7.09, Synergy_ZIP=-1.79, Synergy_Bliss=2.12, Synergy_Loewe=0.492, Synergy_HSA=0.720.